This data is from Catalyst prediction with 721,799 reactions and 888 catalyst types from USPTO. The task is: Predict which catalyst facilitates the given reaction. (1) Reactant: [C:1]([O:5][C:6]([N:8]1[CH2:17][CH2:16][C:15]2[C:10](=[CH:11][CH:12]=[C:13]([C:18](=[O:33])[NH:19][C:20]3[NH:24][C:23]4[CH:25]=[CH:26][CH:27]=[C:28]([C:29]([O:31]C)=[O:30])[C:22]=4[N:21]=3)[CH:14]=2)[CH2:9]1)=[O:7])([CH3:4])([CH3:3])[CH3:2].[Li+].[OH-].C1COCC1. Product: [C:1]([O:5][C:6]([N:8]1[CH2:17][CH2:16][C:15]2[C:10](=[CH:11][CH:12]=[C:13]([C:18](=[O:33])[NH:19][C:20]3[NH:24][C:23]4[CH:25]=[CH:26][CH:27]=[C:28]([C:29]([OH:31])=[O:30])[C:22]=4[N:21]=3)[CH:14]=2)[CH2:9]1)=[O:7])([CH3:4])([CH3:2])[CH3:3]. The catalyst class is: 5. (2) Reactant: [NH:1]1[C:9]2[C:4](=[CH:5][CH:6]=[CH:7][CH:8]=2)[C:3]([CH2:10][CH2:11][C:12]([OH:14])=O)=[CH:2]1.C(N1C=CN=C1)(N1C=CN=C1)=O.[NH2:27][CH2:28][CH2:29][CH2:30][CH2:31][CH2:32][NH:33][C:34]1[C:35]2[C:40]([N:41]=[C:42]3[C:47]=1[CH2:46][CH2:45][CH2:44][CH2:43]3)=[CH:39][CH:38]=[CH:37][CH:36]=2. Product: [NH:1]1[C:9]2[C:4](=[CH:5][CH:6]=[CH:7][CH:8]=2)[C:3]([CH2:10][CH2:11][C:12]([NH:27][CH2:28][CH2:29][CH2:30][CH2:31][CH2:32][NH:33][C:34]2[C:35]3[C:40]([N:41]=[C:42]4[C:47]=2[CH2:46][CH2:45][CH2:44][CH2:43]4)=[CH:39][CH:38]=[CH:37][CH:36]=3)=[O:14])=[CH:2]1. The catalyst class is: 1.